Dataset: Peptide-MHC class II binding affinity with 134,281 pairs from IEDB. Task: Regression. Given a peptide amino acid sequence and an MHC pseudo amino acid sequence, predict their binding affinity value. This is MHC class II binding data. (1) The peptide sequence is EVVNDVSTFSSGLVW. The MHC is HLA-DQA10104-DQB10503 with pseudo-sequence HLA-DQA10104-DQB10503. The binding affinity (normalized) is 0.0294. (2) The peptide sequence is ISVSNWTNQCSGNHL. The MHC is DRB1_0101 with pseudo-sequence DRB1_0101. The binding affinity (normalized) is 0.521.